From a dataset of Catalyst prediction with 721,799 reactions and 888 catalyst types from USPTO. Predict which catalyst facilitates the given reaction. (1) Reactant: [C:1]1([C:7](=[O:11])[C:8]([OH:10])=O)[CH:6]=[CH:5][CH:4]=[CH:3][CH:2]=1.CCN=C=NCCCN(C)C.C1C=CC2N(O)N=NC=2C=1.NCC[C:36]1[CH:54]=[C:53]2[C:39]([C:40](=[O:57])[C:41]3([NH2:56])[C:45]4[CH:46]=[CH:47][C:48]([CH:50]([CH3:52])[CH3:51])=[CH:49][C:44]=4[O:43][C:42]32[OH:55])=[CH:38][CH:37]=1.C(N(CC)CC)C. Product: [OH:55][C:42]12[C:53]3[C:39](=[CH:38][CH:37]=[CH:36][CH:54]=3)[C:40](=[O:57])[C:41]1([NH:56][C:8](=[O:10])[C:7](=[O:11])[C:1]1[CH:2]=[CH:3][CH:4]=[CH:5][CH:6]=1)[C:45]1[CH:46]=[CH:47][C:48]([CH:50]([CH3:52])[CH3:51])=[CH:49][C:44]=1[O:43]2. The catalyst class is: 2. (2) Reactant: [CH2:1]([S:3][C:4]1[CH:9]=[CH:8][CH:7]=[CH:6][C:5]=1[C:10]1[NH:11][C:12](=O)[C:13]2[CH:19]=[C:18]([C:20]([F:23])([F:22])[F:21])[CH:17]=[N:16][C:14]=2[N:15]=1)[CH3:2].P(Cl)(Cl)([Cl:27])=O.C(N(CC)C(C)C)(C)C.C(=O)(O)[O-].[Na+]. Product: [Cl:27][C:12]1[C:13]2[CH:19]=[C:18]([C:20]([F:23])([F:22])[F:21])[CH:17]=[N:16][C:14]=2[N:15]=[C:10]([C:5]2[CH:6]=[CH:7][CH:8]=[CH:9][C:4]=2[S:3][CH2:1][CH3:2])[N:11]=1. The catalyst class is: 11.